Predict the reactants needed to synthesize the given product. From a dataset of Full USPTO retrosynthesis dataset with 1.9M reactions from patents (1976-2016). Given the product [C:1]([O:4][CH2:5][C:6]1[CH:11]=[C:10]([O:12][C@@H:13]2[CH2:17][CH2:16][O:15][CH2:14]2)[CH:9]=[C:8]([CH3:18])[C:7]=1[C:26]1[CH:25]=[CH:24][CH:23]=[C:22]([CH2:21][OH:20])[CH:27]=1)(=[O:3])[CH3:2], predict the reactants needed to synthesize it. The reactants are: [C:1]([O:4][CH2:5][C:6]1[CH:11]=[C:10]([O:12][C@@H:13]2[CH2:17][CH2:16][O:15][CH2:14]2)[CH:9]=[C:8]([CH3:18])[C:7]=1Br)(=[O:3])[CH3:2].[OH:20][CH2:21][C:22]1[CH:23]=[C:24](B(O)O)[CH:25]=[CH:26][CH:27]=1.C(=O)([O-])[O-].[K+].[K+].Cl.